Dataset: Peptide-MHC class I binding affinity with 185,985 pairs from IEDB/IMGT. Task: Regression. Given a peptide amino acid sequence and an MHC pseudo amino acid sequence, predict their binding affinity value. This is MHC class I binding data. (1) The peptide sequence is AVKFAEESY. The MHC is HLA-A31:01 with pseudo-sequence HLA-A31:01. The binding affinity (normalized) is 0. (2) The peptide sequence is QWLPTGTLL. The MHC is HLA-A29:02 with pseudo-sequence HLA-A29:02. The binding affinity (normalized) is 0. (3) The peptide sequence is DFAVSKGFFK. The MHC is HLA-A31:01 with pseudo-sequence HLA-A31:01. The binding affinity (normalized) is 0.358.